This data is from Catalyst prediction with 721,799 reactions and 888 catalyst types from USPTO. The task is: Predict which catalyst facilitates the given reaction. (1) Reactant: [CH2:1]([N:8]([CH2:18][CH2:19][O:20][Si](C(C)(C)C)(C)C)[C:9](=O)[C:10]1[CH:15]=[CH:14][CH:13]=[N:12][C:11]=1[Cl:16])[C:2]1[CH:7]=[CH:6][CH:5]=[CH:4][CH:3]=1.CO. Product: [CH2:1]([N:8]([CH2:9][C:10]1[C:11]([Cl:16])=[N:12][CH:13]=[CH:14][CH:15]=1)[CH2:18][CH2:19][OH:20])[C:2]1[CH:3]=[CH:4][CH:5]=[CH:6][CH:7]=1. The catalyst class is: 1. (2) Reactant: Cl[C:2]1[C:11]2[C:6](=[CH:7][C:8]([O:17][CH2:18][CH2:19][O:20][CH3:21])=[C:9]([O:12][CH2:13][CH2:14][O:15][CH3:16])[CH:10]=2)[N:5]=[CH:4][N:3]=1.[NH2:22][C:23]1[CH:24]=[C:25]([C:29]#[CH:30])[CH:26]=[CH:27][CH:28]=1.[S:31](=[O:35])(=[O:34])([OH:33])[OH:32]. Product: [CH3:16][O:15][CH2:14][CH2:13][O:12][C:9]1[CH:10]=[C:11]2[C:2]([NH:22][C:23]3[CH:28]=[CH:27][CH:26]=[C:25]([C:29]#[CH:30])[CH:24]=3)=[N:3][CH:4]=[N:5][C:6]2=[CH:7][C:8]=1[O:17][CH2:18][CH2:19][O:20][CH3:21].[S:31]([O-:35])([O-:34])(=[O:33])=[O:32]. The catalyst class is: 6. (3) Reactant: [Br:1][C:2]1[CH:3]=[C:4]2[C:10]([I:11])=[CH:9][NH:8][C:5]2=[N:6][CH:7]=1.[C:12]1([CH3:22])[CH:17]=[CH:16][C:15]([S:18](Cl)(=[O:20])=[O:19])=[CH:14][CH:13]=1. Product: [Br:1][C:2]1[CH:3]=[C:4]2[C:10]([I:11])=[CH:9][N:8]([S:18]([C:15]3[CH:16]=[CH:17][C:12]([CH3:22])=[CH:13][CH:14]=3)(=[O:20])=[O:19])[C:5]2=[N:6][CH:7]=1. The catalyst class is: 1. (4) Reactant: [C:1]1([C:7]2[CH:12]=[CH:11][CH:10]=[CH:9][C:8]=2[OH:13])[CH:6]=[CH:5][CH:4]=[CH:3][CH:2]=1.C(N(CC)CC)C.Cl[P:22]1[O:26][C:25]([C:33]2[CH:38]=[CH:37][CH:36]=[CH:35][CH:34]=2)([C:27]2[CH:32]=[CH:31][CH:30]=[CH:29][CH:28]=2)[C:24]([C:45]2[CH:50]=[CH:49][CH:48]=[CH:47][CH:46]=2)([C:39]2[CH:44]=[CH:43][CH:42]=[CH:41][CH:40]=2)[O:23]1. Product: [C:7]1([C:1]2[CH:2]=[CH:3][CH:4]=[CH:5][CH:6]=2)[CH:12]=[CH:11][CH:10]=[CH:9][C:8]=1[O:13][P:22]1[O:26][C:25]([C:33]2[CH:38]=[CH:37][CH:36]=[CH:35][CH:34]=2)([C:27]2[CH:28]=[CH:29][CH:30]=[CH:31][CH:32]=2)[C:24]([C:39]2[CH:40]=[CH:41][CH:42]=[CH:43][CH:44]=2)([C:45]2[CH:46]=[CH:47][CH:48]=[CH:49][CH:50]=2)[O:23]1. The catalyst class is: 11. (5) Reactant: [NH2:1][C:2]1[S:3][CH:4]=[CH:5][N:6]=1.Br[CH2:8][C:9]([C:11]1[CH:16]=[CH:15][C:14]([Br:17])=[CH:13][CH:12]=1)=O.C([O-])([O-])=O.[K+].[K+]. Product: [Br:17][C:14]1[CH:15]=[CH:16][C:11]([C:9]2[N:1]=[C:2]3[N:6]([CH:8]=2)[CH:5]=[CH:4][S:3]3)=[CH:12][CH:13]=1. The catalyst class is: 21. (6) Reactant: [NH2:1][C:2]1[N:7]=[C:6]([N:8]2[CH2:29][CH2:28][C:11]3([CH2:15][N:14]([C:16]([O:18][C:19]([CH3:22])([CH3:21])[CH3:20])=[O:17])[C@H:13]([C:23]([O:25][CH2:26][CH3:27])=[O:24])[CH2:12]3)[CH2:10][CH2:9]2)[CH:5]=[C:4]([O:30][C@H:31]([C:36]2[CH:41]=[C:40]([CH:42]=[CH:43][CH3:44])[CH:39]=[CH:38][C:37]=2[C:45]2[CH:50]=[CH:49][CH:48]=[C:47]([S:51]([CH3:54])(=[O:53])=[O:52])[CH:46]=2)[C:32]([F:35])([F:34])[F:33])[N:3]=1. Product: [NH2:1][C:2]1[N:7]=[C:6]([N:8]2[CH2:9][CH2:10][C:11]3([CH2:15][N:14]([C:16]([O:18][C:19]([CH3:20])([CH3:21])[CH3:22])=[O:17])[C@H:13]([C:23]([O:25][CH2:26][CH3:27])=[O:24])[CH2:12]3)[CH2:28][CH2:29]2)[CH:5]=[C:4]([O:30][C@H:31]([C:36]2[CH:41]=[C:40]([CH2:42][CH2:43][CH3:44])[CH:39]=[CH:38][C:37]=2[C:45]2[CH:50]=[CH:49][CH:48]=[C:47]([S:51]([CH3:54])(=[O:53])=[O:52])[CH:46]=2)[C:32]([F:35])([F:33])[F:34])[N:3]=1. The catalyst class is: 50.